From a dataset of NCI-60 drug combinations with 297,098 pairs across 59 cell lines. Regression. Given two drug SMILES strings and cell line genomic features, predict the synergy score measuring deviation from expected non-interaction effect. Drug 1: C1=CC(=CC=C1CCCC(=O)O)N(CCCl)CCCl. Drug 2: C1CN(P(=O)(OC1)NCCCl)CCCl. Cell line: SK-OV-3. Synergy scores: CSS=2.82, Synergy_ZIP=-3.90, Synergy_Bliss=-6.41, Synergy_Loewe=-15.4, Synergy_HSA=-7.35.